From a dataset of Forward reaction prediction with 1.9M reactions from USPTO patents (1976-2016). Predict the product of the given reaction. (1) Given the reactants [F:1][C:2]1[CH:28]=[CH:27][C:5]2[N:6]=[C:7]([NH:9][C:10]3[CH:15]=[CH:14][C:13]([C:16]4[CH:21]=[CH:20][C:19]([C:22]([O:24]C)=[O:23])=[C:18]([Cl:26])[CH:17]=4)=[CH:12][CH:11]=3)[S:8][C:4]=2[CH:3]=1.CO.O.[OH-].[Na+], predict the reaction product. The product is: [F:1][C:2]1[CH:28]=[CH:27][C:5]2[N:6]=[C:7]([NH:9][C:10]3[CH:15]=[CH:14][C:13]([C:16]4[CH:21]=[CH:20][C:19]([C:22]([OH:24])=[O:23])=[C:18]([Cl:26])[CH:17]=4)=[CH:12][CH:11]=3)[S:8][C:4]=2[CH:3]=1. (2) Given the reactants C1(C)C=CC=CC=1.N1CCCCC1.[C:14]12([C:24]3[CH:25]=[C:26]([C:33]4[CH:40]=[CH:39][C:36]([CH:37]=O)=[CH:35][CH:34]=4)[CH:27]=[C:28]4[O:32][CH2:31][O:30][C:29]=34)[CH2:23][CH:18]3[CH2:19][CH:20]([CH2:22][CH:16]([CH2:17]3)[CH2:15]1)[CH2:21]2.S=[C:42]1[NH:46][C:45](=[O:47])[CH2:44][S:43]1.C(O)(=[O:50])C, predict the reaction product. The product is: [C:14]12([C:24]3[CH:25]=[C:26]([C:33]4[CH:34]=[CH:35][C:36]([CH:37]=[C:44]5[S:43][C:42](=[O:50])[NH:46][C:45]5=[O:47])=[CH:39][CH:40]=4)[CH:27]=[C:28]4[O:32][CH2:31][O:30][C:29]=34)[CH2:23][CH:18]3[CH2:17][CH:16]([CH2:22][CH:20]([CH2:19]3)[CH2:21]1)[CH2:15]2. (3) Given the reactants [C:1]([C:5]1[O:9][N:8]=[C:7]([CH2:10][S:11]([C:14]2[CH:22]=[CH:21][C:17]([CH2:18][CH2:19][NH2:20])=[CH:16][CH:15]=2)(=[O:13])=[O:12])[N:6]=1)([CH3:4])([CH3:3])[CH3:2].[C:23]([Si:27]([O:40][C:41]1[CH:46]=[CH:45][C:44]([O:47][CH2:48][C@@H:49]2[CH2:51][O:50]2)=[CH:43][CH:42]=1)([C:34]1[CH:39]=[CH:38][CH:37]=[CH:36][CH:35]=1)[C:28]1[CH:33]=[CH:32][CH:31]=[CH:30][CH:29]=1)([CH3:26])([CH3:25])[CH3:24].ClCCl.C(Cl)(Cl)Cl.CO, predict the reaction product. The product is: [Si:27]([O:40][C:41]1[CH:46]=[CH:45][C:44]([O:47][CH2:48][C@@H:49]([OH:50])[CH2:51][NH:20][CH2:19][CH2:18][C:17]2[CH:16]=[CH:15][C:14]([S:11]([CH2:10][C:7]3[N:6]=[C:5]([C:1]([CH3:4])([CH3:2])[CH3:3])[O:9][N:8]=3)(=[O:13])=[O:12])=[CH:22][CH:21]=2)=[CH:43][CH:42]=1)([C:23]([CH3:24])([CH3:26])[CH3:25])([C:28]1[CH:33]=[CH:32][CH:31]=[CH:30][CH:29]=1)[C:34]1[CH:35]=[CH:36][CH:37]=[CH:38][CH:39]=1. (4) Given the reactants [CH3:1][CH:2](C)[C:3]([NH:5][C:6]1[CH:11]=[CH:10][C:9]([CH:12]2[CH2:17][CH2:16][NH:15][CH2:14][CH2:13]2)=[CH:8][CH:7]=1)=[O:4].NC1C=CC(C2CCN(C(OC(C)(C)C)=O)CC2)=CC=1.C(Cl)(=O)CC, predict the reaction product. The product is: [NH:15]1[CH2:16][CH2:17][CH:12]([C:9]2[CH:10]=[CH:11][C:6]([NH:5][C:3](=[O:4])[CH2:2][CH3:1])=[CH:7][CH:8]=2)[CH2:13][CH2:14]1. (5) Given the reactants [CH3:1][O:2][C:3]1[CH:4]=[C:5]([CH2:11][CH2:12][C:13]2[CH:14]=[C:15]([NH:18][C:19](=[O:27])[C:20]3[CH:25]=[CH:24][C:23](F)=[CH:22][CH:21]=3)[NH:16][N:17]=2)[CH:6]=[C:7]([O:9][CH3:10])[CH:8]=1.[CH3:28][C:29]1([CH3:35])[CH2:34][NH:33][CH2:32][CH2:31][NH:30]1.C(=O)([O-])[O-].[K+].[K+], predict the reaction product. The product is: [CH3:1][O:2][C:3]1[CH:4]=[C:5]([CH2:11][CH2:12][C:13]2[CH:14]=[C:15]([NH:18][C:19](=[O:27])[C:20]3[CH:25]=[CH:24][C:23]([N:33]4[CH2:32][CH2:31][NH:30][C:29]([CH3:35])([CH3:28])[CH2:34]4)=[CH:22][CH:21]=3)[NH:16][N:17]=2)[CH:6]=[C:7]([O:9][CH3:10])[CH:8]=1.